This data is from Forward reaction prediction with 1.9M reactions from USPTO patents (1976-2016). The task is: Predict the product of the given reaction. (1) Given the reactants C(O[C:4](=[C:11]1[C:19]2[C:14](=[CH:15][CH:16]=[C:17]([N+:20]([O-:22])=[O:21])[CH:18]=2)[NH:13][C:12]1=[O:23])[C:5]1[CH:10]=[CH:9][CH:8]=[CH:7][CH:6]=1)C.[C:24]([NH:27][CH2:28][C:29]1[CH:30]=[C:31]([CH:33]=[CH:34][CH:35]=1)[NH2:32])(=[O:26])[CH3:25], predict the reaction product. The product is: [C:24]([NH:27][CH2:28][C:29]1[CH:30]=[C:31]([NH:32]/[C:4](=[C:11]2\[C:12](=[O:23])[NH:13][C:14]3[C:19]\2=[CH:18][C:17]([N+:20]([O-:22])=[O:21])=[CH:16][CH:15]=3)/[C:5]2[CH:6]=[CH:7][CH:8]=[CH:9][CH:10]=2)[CH:33]=[CH:34][CH:35]=1)(=[O:26])[CH3:25]. (2) Given the reactants C([O:8][C@H:9]([C:14]1[CH:19]=[CH:18][C:17]([N:20]2[CH2:24][CH2:23][C@:22]3([CH2:29][CH2:28][C@H:27]([OH:30])[C@@H:26]([O:31][CH2:32][C:33]([F:36])([F:35])[F:34])[CH2:25]3)[C:21]2=[O:37])=[CH:16][CH:15]=1)[C:10]([F:13])([F:12])[F:11])C1C=CC=CC=1, predict the reaction product. The product is: [OH:30][C@H:27]1[CH2:28][CH2:29][C@@:22]2([C:21](=[O:37])[N:20]([C:17]3[CH:16]=[CH:15][C:14]([C@@H:9]([OH:8])[C:10]([F:11])([F:12])[F:13])=[CH:19][CH:18]=3)[CH2:24][CH2:23]2)[CH2:25][C@@H:26]1[O:31][CH2:32][C:33]([F:36])([F:34])[F:35]. (3) Given the reactants [F:1][C:2]1[CH:3]=[C:4]2[C:9](=[CH:10][CH:11]=1)[N:8]=[C:7]([C@H:12]([NH2:14])[CH3:13])[C:6]([C:15]1[CH:16]=[N:17][CH:18]=[CH:19][CH:20]=1)=[C:5]2[O:21][CH3:22].[NH2:23][C:24]1[C:29]([C:30]#[N:31])=[C:28](Cl)[N:27]=[CH:26][N:25]=1.CCN(C(C)C)C(C)C, predict the reaction product. The product is: [NH2:23][C:24]1[C:29]([C:30]#[N:31])=[C:28]([NH:14][C@@H:12]([C:7]2[C:6]([C:15]3[CH:16]=[N:17][CH:18]=[CH:19][CH:20]=3)=[C:5]([O:21][CH3:22])[C:4]3[C:9](=[CH:10][CH:11]=[C:2]([F:1])[CH:3]=3)[N:8]=2)[CH3:13])[N:27]=[CH:26][N:25]=1. (4) Given the reactants [NH2:1][CH2:2][CH:3]([CH2:14][OH:15])[CH2:4][CH2:5][N:6]1[CH:11]=[CH:10][C:9](=[O:12])[NH:8][C:7]1=[O:13].C([O-])(O)=O.[Na+].[CH3:21][C:22]([O:25][C:26](O[C:26]([O:25][C:22]([CH3:24])([CH3:23])[CH3:21])=[O:27])=[O:27])([CH3:24])[CH3:23], predict the reaction product. The product is: [C:22]([O:25][C:26](=[O:27])[NH:1][CH2:2][CH:3]([CH2:14][OH:15])[CH2:4][CH2:5][N:6]1[CH:11]=[CH:10][C:9](=[O:12])[NH:8][C:7]1=[O:13])([CH3:24])([CH3:23])[CH3:21]. (5) Given the reactants [Cl:1][C:2]1[C:7]([Cl:8])=[CH:6][CH:5]=[CH:4][C:3]=1[CH:9]1[CH2:14][CH2:13][N:12]([CH2:15][CH2:16][CH2:17][CH2:18][O:19][C:20]2[CH:21]=[CH:22][C:23]3SC=N[C:24]=3[CH:28]=2)[CH2:11][CH2:10]1.[Na+].[I-].ClC1C(Cl)=CC=CC=1C1C[CH2:43][NH:42][CH2:41][CH2:40]1.C([O-])([O-])=[O:46].[K+].[K+], predict the reaction product. The product is: [Cl:1][C:2]1[C:7]([Cl:8])=[CH:6][CH:5]=[CH:4][C:3]=1[CH:9]1[CH2:10][CH2:11][N:12]([CH2:15][CH2:16][CH2:17][CH2:18][O:19][C:20]2[CH:28]=[C:24]3[C:23]([CH2:40][CH2:41][NH:42][C:43]3=[O:46])=[CH:22][CH:21]=2)[CH2:13][CH2:14]1. (6) Given the reactants [F:1][C:2]1[CH:3]=[CH:4][C:5]([N+:20]([O-])=O)=[C:6]([NH:8][CH:9]2[CH2:14][CH2:13][N:12]([C:15]([O:17][CH2:18][CH3:19])=[O:16])[CH2:11][CH2:10]2)[CH:7]=1, predict the reaction product. The product is: [NH2:20][C:5]1[CH:4]=[CH:3][C:2]([F:1])=[CH:7][C:6]=1[NH:8][CH:9]1[CH2:10][CH2:11][N:12]([C:15]([O:17][CH2:18][CH3:19])=[O:16])[CH2:13][CH2:14]1.